This data is from Full USPTO retrosynthesis dataset with 1.9M reactions from patents (1976-2016). The task is: Predict the reactants needed to synthesize the given product. (1) Given the product [Cl:1][C:25]1[CH:24]=[CH:23][C:22]([C@H:35]([NH:38][CH:54]([C:52]2[CH:51]=[N:50][N:49]([S:46]([C:43]3[CH:44]=[CH:45][C:40]([CH3:39])=[CH:41][CH:42]=3)(=[O:48])=[O:47])[CH:53]=2)[CH3:55])[CH2:36][CH3:37])=[C:21]([F:20])[C:26]=1[O:27][C:28]1[CH:33]=[CH:32][CH:31]=[CH:30][CH:29]=1, predict the reactants needed to synthesize it. The reactants are: [Cl:1]C1C(OC2C=CC=CC=2)=C(F)C=CC=1[C@H](N)CC.[F:20][C:21]1[C:26]([O:27][C:28]2[CH:33]=[CH:32][CH:31]=[CH:30][CH:29]=2)=[C:25](F)[CH:24]=[CH:23][C:22]=1[CH:35]([NH2:38])[CH2:36][CH3:37].[CH3:39][C:40]1[CH:45]=[CH:44][C:43]([S:46]([N:49]2[CH:53]=[C:52]([C:54](=O)[CH3:55])[CH:51]=[N:50]2)(=[O:48])=[O:47])=[CH:42][CH:41]=1. (2) Given the product [CH2:15]([O:14][C@H:13]1[C@H:12]([O:22][CH2:23][C:24]2[CH:29]=[CH:28][CH:27]=[CH:26][CH:25]=2)[C@@H:11]([O:30][CH2:31][C:32]2[CH:37]=[CH:36][CH:35]=[CH:34][CH:33]=2)[C@@:10]([C:40]2[CH:45]=[CH:44][C:43]([Cl:46])=[C:42]([CH2:47][C:48]3[CH:49]=[CH:50][C:51]([O:54][C:55]([F:57])([F:58])[F:56])=[CH:52][CH:53]=3)[CH:41]=2)([O:38][CH3:39])[O:9][C@@H:8]1[CH2:7][OH:6])[C:16]1[CH:17]=[CH:18][CH:19]=[CH:20][CH:21]=1, predict the reactants needed to synthesize it. The reactants are: C([Si](C)(C)[O:6][CH2:7][C@@H:8]1[C@@H:13]([O:14][CH2:15][C:16]2[CH:21]=[CH:20][CH:19]=[CH:18][CH:17]=2)[C@H:12]([O:22][CH2:23][C:24]2[CH:29]=[CH:28][CH:27]=[CH:26][CH:25]=2)[C@@H:11]([O:30][CH2:31][C:32]2[CH:37]=[CH:36][CH:35]=[CH:34][CH:33]=2)[C@@:10]([C:40]2[CH:45]=[CH:44][C:43]([Cl:46])=[C:42]([CH2:47][C:48]3[CH:53]=[CH:52][C:51]([O:54][C:55]([F:58])([F:57])[F:56])=[CH:50][CH:49]=3)[CH:41]=2)([O:38][CH3:39])[O:9]1)(C)(C)C.[F-].C([N+](CCCC)(CCCC)CCCC)CCC. (3) Given the product [N:1]1([CH2:7][CH2:8][CH2:9][O:10][C:11]2[CH:16]=[CH:15][C:14]3[N:17]=[CH:19][NH:18][C:13]=3[CH:12]=2)[CH2:6][CH2:5][CH2:4][CH2:3][CH2:2]1, predict the reactants needed to synthesize it. The reactants are: [N:1]1([CH2:7][CH2:8][CH2:9][O:10][C:11]2[CH:12]=[C:13]([NH2:18])[C:14]([NH2:17])=[CH:15][CH:16]=2)[CH2:6][CH2:5][CH2:4][CH2:3][CH2:2]1.[CH:19](O)=O. (4) Given the product [CH3:12][NH:13][CH:1]([C:4]1[CH:11]=[CH:10][C:7]([C:8]#[N:9])=[CH:6][CH:5]=1)[CH3:2], predict the reactants needed to synthesize it. The reactants are: [C:1]([C:4]1[CH:11]=[CH:10][C:7]([C:8]#[N:9])=[CH:6][CH:5]=1)(=O)[CH3:2].[CH3:12][NH2:13].[BH4-].[Na+].[OH-].[NH4+].